Predict the reactants needed to synthesize the given product. From a dataset of Full USPTO retrosynthesis dataset with 1.9M reactions from patents (1976-2016). (1) Given the product [C:1]([N:5]1[C:9]([C:10]2[CH:11]=[CH:12][C:13]([O:16][CH3:17])=[CH:14][CH:15]=2)=[C:8]([C:18]2[S:19][CH:20]=[C:21]([CH2:23][C:24]([OH:26])=[O:25])[N:22]=2)[CH:7]=[N:6]1)([CH3:4])([CH3:2])[CH3:3], predict the reactants needed to synthesize it. The reactants are: [C:1]([N:5]1[C:9]([C:10]2[CH:15]=[CH:14][C:13]([O:16][CH3:17])=[CH:12][CH:11]=2)=[C:8]([C:18]2[S:19][CH:20]=[C:21]([CH2:23][C:24]([O:26]CC)=[O:25])[N:22]=2)[CH:7]=[N:6]1)([CH3:4])([CH3:3])[CH3:2].[OH-].[Na+]. (2) Given the product [F:1][C:2]([C:5]1[N:6]=[C:7]([CH2:10][N:11]2[N:15]=[C:14]([NH:16][C:31]([C:26]3[N:27]=[C:28]([CH3:30])[O:29][C:25]=3[C:20]3[CH:21]=[C:22]([CH3:24])[CH:23]=[C:18]([F:17])[CH:19]=3)=[O:32])[CH:13]=[N:12]2)[S:8][CH:9]=1)([F:4])[CH3:3], predict the reactants needed to synthesize it. The reactants are: [F:1][C:2]([C:5]1[N:6]=[C:7]([CH2:10][N:11]2[N:15]=[C:14]([NH2:16])[CH:13]=[N:12]2)[S:8][CH:9]=1)([F:4])[CH3:3].[F:17][C:18]1[CH:19]=[C:20]([C:25]2[O:29][C:28]([CH3:30])=[N:27][C:26]=2[C:31](O)=[O:32])[CH:21]=[C:22]([CH3:24])[CH:23]=1. (3) The reactants are: CC(OI1(OC(C)=O)(OC(C)=O)OC(=O)C2C=CC=CC1=2)=O.[F:23][C:24]1[CH:39]=[CH:38][C:27]([C:28]([N:30]([C@@H:32]([CH:35]([CH3:37])[CH3:36])[CH2:33][OH:34])[CH3:31])=[O:29])=[CH:26][C:25]=1[CH3:40].C([O-])(O)=O.[Na+].S(S([O-])=O)([O-])(=O)=O.[Na+].[Na+]. Given the product [F:23][C:24]1[CH:39]=[CH:38][C:27]([C:28]([N:30]([CH3:31])[C@@H:32]([CH:35]([CH3:36])[CH3:37])[CH:33]=[O:34])=[O:29])=[CH:26][C:25]=1[CH3:40], predict the reactants needed to synthesize it. (4) Given the product [Cl:58][C:52]1[CH:53]=[N:54][N:55]([CH3:56])[C:51]=1[C:46]1[CH:45]=[C:44]([NH:43][C:7]([C:4]2[CH:3]=[C:2]([CH3:1])[O:6][N:5]=2)=[O:9])[CH:49]=[CH:48][C:47]=1[OH:50], predict the reactants needed to synthesize it. The reactants are: [CH3:1][C:2]1[O:6][N:5]=[C:4]([C:7]([OH:9])=O)[CH:3]=1.CN(C(ON1N=NC2C=CC=NC1=2)=[N+](C)C)C.F[P-](F)(F)(F)(F)F.CCN(C(C)C)C(C)C.[NH2:43][C:44]1[CH:49]=[CH:48][C:47]([OH:50])=[C:46]([C:51]2[N:55]([CH3:56])[N:54]=[CH:53][CH:52]=2)[CH:45]=1.C(Cl)[Cl:58]. (5) Given the product [CH3:17][C@H:18]1[NH:19][CH2:20][CH2:21][N:22]([C:9]2[CH:16]=[CH:15][C:12]([C:13]#[N:14])=[CH:11][N:10]=2)[CH2:23]1, predict the reactants needed to synthesize it. The reactants are: C(N(CC)CC)C.Cl[C:9]1[CH:16]=[CH:15][C:12]([C:13]#[N:14])=[CH:11][N:10]=1.[CH3:17][C@@H:18]1[CH2:23][NH:22][CH2:21][CH2:20][NH:19]1.Cl.C(N(CC)CC)C. (6) Given the product [Cl:1][CH2:2][C:3](=[O:10])[CH2:4][C:5]([O:7][CH2:8][CH3:9])=[O:6], predict the reactants needed to synthesize it. The reactants are: [Cl:1][CH2:2][CH:3]([OH:10])[CH2:4][C:5]([O:7][CH2:8][CH3:9])=[O:6].C[Si](Cl)C. (7) Given the product [C:12]([O:16][C:17]([C:18]1([C:19]#[N:20])[CH2:27][CH2:26][S:25][CH2:24][CH2:23]1)=[O:21])([CH3:15])([CH3:14])[CH3:13], predict the reactants needed to synthesize it. The reactants are: C1CCN2C(=NCCC2)CC1.[C:12]([O:16][C:17](=[O:21])[CH2:18][C:19]#[N:20])([CH3:15])([CH3:14])[CH3:13].Cl[CH2:23][CH2:24][S:25][CH2:26][CH2:27]Cl.